From a dataset of Full USPTO retrosynthesis dataset with 1.9M reactions from patents (1976-2016). Predict the reactants needed to synthesize the given product. (1) Given the product [F:1][C:2]1([F:24])[CH2:5][CH:4]([CH2:6][O:7][C:8]2[CH:16]=[C:15]3[C:11]([CH2:12][C:13]4([CH2:22][CH2:21][CH:20]([O:23][CH3:25])[CH2:19][CH2:18]4)[C:14]3=[O:17])=[CH:10][CH:9]=2)[CH2:3]1, predict the reactants needed to synthesize it. The reactants are: [F:1][C:2]1([F:24])[CH2:5][CH:4]([CH2:6][O:7][C:8]2[CH:16]=[C:15]3[C:11]([CH2:12][C:13]4([CH2:22][CH2:21][CH:20]([OH:23])[CH2:19][CH2:18]4)[C:14]3=[O:17])=[CH:10][CH:9]=2)[CH2:3]1.[CH3:25]C(C)([O-])C.[K+].CI.CCOC(C)=O. (2) Given the product [CH:21]([O:20][C:16]1[CH:15]=[C:14]([C:11]2[C:12]3[O:13][C:5]([CH:4]=[O:3])=[CH:6][C:7]=3[CH:8]=[N:9][CH:10]=2)[CH:19]=[CH:18][CH:17]=1)([CH3:23])[CH3:22], predict the reactants needed to synthesize it. The reactants are: C([O:3][CH:4](OCC)[C:5]1[O:13][C:12]2[C:11]([C:14]3[CH:19]=[CH:18][CH:17]=[C:16]([O:20][CH:21]([CH3:23])[CH3:22])[CH:15]=3)=[CH:10][N:9]=[CH:8][C:7]=2[CH:6]=1)C.Cl.C(=O)(O)[O-].[Na+]. (3) Given the product [Cl:12][C:6]1[CH:7]=[CH:8][CH:9]=[C:10]([Cl:11])[C:5]=1[O:4][C:2](=[O:3])[NH:24][N:15]1[CH2:16][CH2:17][C:18]2[C:23](=[CH:22][CH:21]=[CH:20][CH:19]=2)[CH2:14]1, predict the reactants needed to synthesize it. The reactants are: Cl[C:2]([O:4][C:5]1[C:10]([Cl:11])=[CH:9][CH:8]=[CH:7][C:6]=1[Cl:12])=[O:3].Cl.[CH2:14]1[C:23]2[C:18](=[CH:19][CH:20]=[CH:21][CH:22]=2)[CH2:17][CH2:16][N:15]1[NH2:24].C(N(CC)C(C)C)(C)C. (4) The reactants are: [CH:1]1[C:14]2[CH:13]=[C:12](B(O)O)[C:11]3[C:6](=[CH:7][CH:8]=[CH:9][CH:10]=3)[C:5]=2[CH:4]=[CH:3][CH:2]=1.[Br:18][C:19]1[C:28]2[C:23](=[CH:24][CH:25]=[CH:26][CH:27]=2)[C:22](Br)=[CH:21][CH:20]=1.C(COC)OC.C(=O)([O-])[O-].[Na+].[Na+]. Given the product [Br:18][C:19]1[C:28]2[C:23](=[CH:24][CH:25]=[CH:26][CH:27]=2)[CH:22]=[C:21]([C:12]2[C:11]3[C:6]([C:5]4[CH:4]=[CH:3][CH:2]=[CH:1][C:14]=4[CH:13]=2)=[CH:7][CH:8]=[CH:9][CH:10]=3)[CH:20]=1, predict the reactants needed to synthesize it. (5) The reactants are: [C-]#N.[K+].[F:4][C:5]([F:17])([F:16])[C:6](=[O:15])[CH2:7][CH2:8][C:9]1[CH:14]=[CH:13][CH:12]=[CH:11][CH:10]=1.S(=O)(=O)(O)O.[C:23](=O)(O)[O-:24].[Na+].CC(C[AlH]CC(C)C)C. Given the product [OH:15][C:6]([C:5]([F:16])([F:17])[F:4])([CH2:7][CH2:8][C:9]1[CH:10]=[CH:11][CH:12]=[CH:13][CH:14]=1)[CH:23]=[O:24], predict the reactants needed to synthesize it. (6) Given the product [NH2:34][C@H:29]([CH2:30][CH:31]([CH3:33])[CH3:32])[C:28]([N:25]1[CH2:24][CH2:23][CH:22]([N:13]2[N:12]=[C:11]([C:5]3[CH:6]=[CH:7][C:8]([O:9][CH3:10])=[C:3]([O:2][CH3:1])[CH:4]=3)[C@@H:20]3[C@@H:15]([CH2:16][CH2:17][CH2:18][CH2:19]3)[C:14]2=[O:21])[CH2:27][CH2:26]1)=[O:42], predict the reactants needed to synthesize it. The reactants are: [CH3:1][O:2][C:3]1[CH:4]=[C:5]([C:11]2[C@@H:20]3[C@@H:15]([CH2:16][CH2:17][CH2:18][CH2:19]3)[C:14](=[O:21])[N:13]([CH:22]3[CH2:27][CH2:26][N:25]([C:28](=[O:42])[C@H:29]([NH:34]C(=O)OC(C)(C)C)[CH2:30][CH:31]([CH3:33])[CH3:32])[CH2:24][CH2:23]3)[N:12]=2)[CH:6]=[CH:7][C:8]=1[O:9][CH3:10]. (7) Given the product [Br:1][C:2]1[CH:3]=[C:4]([S:8]([CH2:11][C:12]([NH2:16])=[O:14])(=[O:10])=[O:9])[CH:5]=[CH:6][CH:7]=1, predict the reactants needed to synthesize it. The reactants are: [Br:1][C:2]1[CH:3]=[C:4]([S:8]([CH2:11][C:12]([O:14]C)=O)(=[O:10])=[O:9])[CH:5]=[CH:6][CH:7]=1.[NH3:16]. (8) Given the product [NH2:11][C:12]1[C:13]2[C:20]([C:21]([C:23]3[CH:28]=[CH:27][N:26]=[C:25]([NH:29][C:9]([NH:8][C:3]4[CH:4]=[CH:5][CH:6]=[CH:7][C:2]=4[F:1])=[O:10])[CH:24]=3)=[O:22])=[CH:19][N:18]([CH:30]([CH3:32])[CH3:31])[C:14]=2[N:15]=[CH:16][N:17]=1, predict the reactants needed to synthesize it. The reactants are: [F:1][C:2]1[CH:7]=[CH:6][CH:5]=[CH:4][C:3]=1[N:8]=[C:9]=[O:10].[NH2:11][C:12]1[C:13]2[C:20]([C:21]([C:23]3[CH:28]=[CH:27][N:26]=[C:25]([NH2:29])[CH:24]=3)=[O:22])=[CH:19][N:18]([CH:30]([CH3:32])[CH3:31])[C:14]=2[N:15]=[CH:16][N:17]=1. (9) Given the product [F:49][C:43]1[CH:42]=[C:41]([O:40][C:39]2[CH:38]=[CH:37][N:36]=[C:35]3[NH:31][N:32]=[C:33]([CH3:50])[C:34]=23)[C:46]([F:47])=[CH:45][C:44]=1[NH:48][C:15]([C:12]1[C:13](=[O:14])[N:8]([C:5]2[CH:4]=[CH:3][C:2]([F:1])=[CH:7][CH:6]=2)[N:9]=[CH:10][CH:11]=1)=[O:17], predict the reactants needed to synthesize it. The reactants are: [F:1][C:2]1[CH:7]=[CH:6][C:5]([N:8]2[C:13](=[O:14])[C:12]([C:15]([OH:17])=O)=[CH:11][CH:10]=[N:9]2)=[CH:4][CH:3]=1.C(Cl)(=O)C(Cl)=O.COC1C=CC(C[N:31]2[C:35]3=[N:36][CH:37]=[CH:38][C:39]([O:40][C:41]4[C:46]([F:47])=[CH:45][C:44]([NH2:48])=[C:43]([F:49])[CH:42]=4)=[C:34]3[C:33]([CH3:50])=[N:32]2)=CC=1.C(N(CC)CC)C.